Dataset: Peptide-MHC class II binding affinity with 134,281 pairs from IEDB. Task: Regression. Given a peptide amino acid sequence and an MHC pseudo amino acid sequence, predict their binding affinity value. This is MHC class II binding data. (1) The peptide sequence is GVINIMYMHDSDDVLF. The MHC is DRB1_0701 with pseudo-sequence DRB1_0701. The binding affinity (normalized) is 0.193. (2) The peptide sequence is EKKYFAATSFEPLAA. The MHC is HLA-DPA10301-DPB10402 with pseudo-sequence HLA-DPA10301-DPB10402. The binding affinity (normalized) is 1.00.